From a dataset of Peptide-MHC class I binding affinity with 185,985 pairs from IEDB/IMGT. Regression. Given a peptide amino acid sequence and an MHC pseudo amino acid sequence, predict their binding affinity value. This is MHC class I binding data. (1) The peptide sequence is FPDHQLDPAF. The MHC is Patr-A0401 with pseudo-sequence Patr-A0401. The binding affinity (normalized) is 0. (2) The peptide sequence is SINSEYIESK. The MHC is HLA-A33:01 with pseudo-sequence HLA-A33:01. The binding affinity (normalized) is 0. (3) The peptide sequence is EVREFLGSY. The MHC is HLA-B51:01 with pseudo-sequence HLA-B51:01. The binding affinity (normalized) is 0.0847. (4) The peptide sequence is IVLPEKDSW. The MHC is HLA-B44:02 with pseudo-sequence HLA-B44:02. The binding affinity (normalized) is 0. (5) The peptide sequence is AENHHHATM. The MHC is HLA-B40:01 with pseudo-sequence HLA-B40:01. The binding affinity (normalized) is 0.786. (6) The peptide sequence is VPINVAEAY. The MHC is HLA-B35:01 with pseudo-sequence HLA-B35:01. The binding affinity (normalized) is 0.830. (7) The peptide sequence is YTYPCIPEY. The MHC is HLA-B51:01 with pseudo-sequence HLA-B51:01. The binding affinity (normalized) is 0.0847.